Task: Predict the reaction yield, written as a fraction of the theoretical maximum amount of product (1.0 means a 100% yield; for example, 0.34 means a 34% yield).. Dataset: Reaction yield outcomes from USPTO patents with 853,638 reactions The reactants are [CH2:1]([C:8]1[CH:9]=[C:10]([C:22]2[CH:27]=[CH:26][C:25]([CH2:28][CH2:29][C:30]#[N:31])=[CH:24][C:23]=2[CH2:32][CH:33]([CH3:35])[CH3:34])[CH:11]=[CH:12][C:13]=1OS(C(F)(F)F)(=O)=O)[C:2]1[CH:7]=[CH:6][CH:5]=[CH:4][CH:3]=1.[CH2:36]([C:40]1[CH:41]=[C:42](B2OC(C)(C)C(C)(C)O2)[CH:43]=[CH:44][C:45]=1[O:46][CH3:47])[CH:37]([CH3:39])[CH3:38].C([O-])([O-])=O.[Na+].[Na+]. The catalyst is COCCOC.CCO.C1C=CC([P]([Pd]([P](C2C=CC=CC=2)(C2C=CC=CC=2)C2C=CC=CC=2)([P](C2C=CC=CC=2)(C2C=CC=CC=2)C2C=CC=CC=2)[P](C2C=CC=CC=2)(C2C=CC=CC=2)C2C=CC=CC=2)(C2C=CC=CC=2)C2C=CC=CC=2)=CC=1. The product is [CH2:1]([C:8]1[CH:9]=[C:10]([C:22]2[CH:27]=[CH:26][C:25]([CH2:28][CH2:29][C:30]#[N:31])=[CH:24][C:23]=2[CH2:32][CH:33]([CH3:35])[CH3:34])[CH:11]=[CH:12][C:13]=1[C:42]1[CH:43]=[CH:44][C:45]([O:46][CH3:47])=[C:40]([CH2:36][CH:37]([CH3:38])[CH3:39])[CH:41]=1)[C:2]1[CH:3]=[CH:4][CH:5]=[CH:6][CH:7]=1. The yield is 0.883.